This data is from Forward reaction prediction with 1.9M reactions from USPTO patents (1976-2016). The task is: Predict the product of the given reaction. (1) Given the reactants [C@@H:1]1([CH2:10][OH:11])[NH:6][CH2:5][CH2:4][N:3]2[CH2:7][CH2:8][CH2:9][C@@H:2]12.C(N(CC)CC)C.[Si:19](Cl)([C:22]([CH3:25])([CH3:24])[CH3:23])([CH3:21])[CH3:20], predict the reaction product. The product is: [CH3:23][C:22]([Si:19]([CH3:21])([CH3:20])[O:11][CH2:10][C@@H:1]1[NH:6][CH2:5][CH2:4][N:3]2[CH2:7][CH2:8][CH2:9][C@@H:2]12)([CH3:25])[CH3:24]. (2) Given the reactants [N:1]1([CH2:7][C:8]([O:10]C)=O)[CH2:6][CH2:5][O:4][CH2:3][CH2:2]1.[NH2:12][NH2:13], predict the reaction product. The product is: [NH2:12][NH:13][C:8](=[O:10])[CH2:7][N:1]1[CH2:6][CH2:5][O:4][CH2:3][CH2:2]1. (3) Given the reactants Cl[C:2]([F:7])([F:6])C([O-])=O.[Na+].C(=O)([O-])[O-].[K+].[K+].[F:15][C:16]1[C:21]([N+:22]([O-:24])=[O:23])=[CH:20][CH:19]=[CH:18][C:17]=1[OH:25], predict the reaction product. The product is: [F:6][CH:2]([F:7])[O:25][C:17]1[CH:18]=[CH:19][CH:20]=[C:21]([N+:22]([O-:24])=[O:23])[C:16]=1[F:15]. (4) Given the reactants [ClH:1].[Cl:2][C:3]1[CH:8]=[CH:7][C:6]([CH:9]2[N:13]([C:14]3[CH:19]=[CH:18][C:17]([Cl:20])=[CH:16][C:15]=3[Cl:21])[N:12]=[C:11]([CH2:22][NH2:23])[CH2:10]2)=[CH:5][CH:4]=1.[F:24][C:25]1[CH:26]=[CH:27][C:28]([CH3:35])=[C:29]([S:31](Cl)(=[O:33])=[O:32])[CH:30]=1, predict the reaction product. The product is: [Cl:1][C:28]1([CH3:35])[CH:27]=[CH:26][C:25]([F:24])=[CH:30][CH:29]1[S:31]([NH:23][CH2:22][C:11]1[CH2:10][CH:9]([C:6]2[CH:5]=[CH:4][C:3]([Cl:2])=[CH:8][CH:7]=2)[N:13]([C:14]2[CH:19]=[CH:18][C:17]([Cl:20])=[CH:16][C:15]=2[Cl:21])[N:12]=1)(=[O:33])=[O:32]. (5) The product is: [NH2:2][C:1]1[N:31]([C:26]2[CH:25]=[C:24]([C:23](=[O:33])[NH:22][CH:19]3[CH2:21][CH2:20]3)[CH:29]=[CH:28][C:27]=2[CH3:30])[N:32]=[C:7]([S:8][CH3:9])[C:3]=1[C:4]([NH2:6])=[O:5]. Given the reactants [C:1]([C:3](=[C:7](SC)[S:8][CH3:9])[C:4]([NH2:6])=[O:5])#[N:2].FC(F)(F)C(O)=O.[CH:19]1([NH:22][C:23](=[O:33])[C:24]2[CH:29]=[CH:28][C:27]([CH3:30])=[C:26]([NH:31][NH2:32])[CH:25]=2)[CH2:21][CH2:20]1.C(N(C(C)C)CC)(C)C, predict the reaction product. (6) Given the reactants [OH:1][C:2]1[CH:9]=[CH:8][CH:7]=[C:6]([N+:10]([O-:12])=[O:11])[C:3]=1[C:4]#[N:5].[CH:13](Br)([CH3:15])[CH3:14], predict the reaction product. The product is: [N+:10]([C:6]1[CH:7]=[CH:8][CH:9]=[C:2]([O:1][CH:13]([CH3:15])[CH3:14])[C:3]=1[C:4]#[N:5])([O-:12])=[O:11]. (7) Given the reactants [Cl:1][C:2]1[CH:7]=[CH:6][C:5]([NH:8]C(=O)C(C)(C)C)=[C:4]([C:15]#[C:16][Si](C)(C)C)[C:3]=1[C:21]([F:24])([F:23])[F:22].CCCC[N+](CCCC)(CCCC)CCCC.[F-], predict the reaction product. The product is: [Cl:1][C:2]1[C:3]([C:21]([F:24])([F:23])[F:22])=[C:4]2[C:5](=[CH:6][CH:7]=1)[NH:8][CH:16]=[CH:15]2.